Predict the product of the given reaction. From a dataset of Forward reaction prediction with 1.9M reactions from USPTO patents (1976-2016). (1) Given the reactants [N:1]1[CH:6]=[CH:5][CH:4]=[C:3]([N:7]2[CH2:11][CH2:10][NH:9][C:8]2=[O:12])[CH:2]=1.I[C:14]1[CH:22]=[CH:21][C:17]2[N:18]=[CH:19][S:20][C:16]=2[CH:15]=1.N[C@@H]1CCCC[C@H]1N.C(=O)([O-])[O-].[K+].[K+], predict the reaction product. The product is: [S:20]1[C:16]2[CH:15]=[C:14]([N:9]3[CH2:10][CH2:11][N:7]([C:3]4[CH:2]=[N:1][CH:6]=[CH:5][CH:4]=4)[C:8]3=[O:12])[CH:22]=[CH:21][C:17]=2[N:18]=[CH:19]1. (2) Given the reactants [F:1][C:2]1[CH:7]=[CH:6][C:5]([NH:8][C:9]2[N:14]3[N:15]=[CH:16][C:17]([C:18]([OH:20])=O)=[C:13]3[N:12]=[CH:11][C:10]=2[C:21]([N:23]2[CH2:28][CH2:27][C:26]3([C:36]4[C:31](=[CH:32][CH:33]=[CH:34][CH:35]=4)[CH:30]=[C:29]3[CH3:37])[CH2:25][CH2:24]2)=[O:22])=[CH:4][CH:3]=1.[CH2:38]([S:40]([NH2:43])(=[O:42])=[O:41])[CH3:39], predict the reaction product. The product is: [F:1][C:2]1[CH:3]=[CH:4][C:5]([NH:8][C:9]2[N:14]3[N:15]=[CH:16][C:17]([C:18]([NH:43][S:40]([CH2:38][CH3:39])(=[O:42])=[O:41])=[O:20])=[C:13]3[N:12]=[CH:11][C:10]=2[C:21]([N:23]2[CH2:24][CH2:25][C:26]3([C:36]4[C:31](=[CH:32][CH:33]=[CH:34][CH:35]=4)[CH:30]=[C:29]3[CH3:37])[CH2:27][CH2:28]2)=[O:22])=[CH:6][CH:7]=1. (3) Given the reactants [CH3:1][O:2][C:3]1[CH:4]=[C:5]2[O:9][C:8]([C:10]3[N:11]=[C:12]4[CH:17]=[CH:16][C:15]([CH3:18])=[N:14][N:13]4[CH:19]=3)=[CH:7][C:6]2=[C:20]([OH:22])[CH:21]=1.[CH3:23][O:24][C:25]1[N:30]=[CH:29][C:28]([C:31]2[CH:32]=[C:33]([CH2:37]O)[CH:34]=[CH:35][CH:36]=2)=[CH:27][N:26]=1.C1(P(C2C=CC=CC=2)C2C=CC=CC=2)C=CC=CC=1.N(C(OC(C)C)=O)=NC(OC(C)C)=O, predict the reaction product. The product is: [CH3:1][O:2][C:3]1[CH:21]=[C:20]([O:22][CH2:37][C:33]2[CH:34]=[CH:35][CH:36]=[C:31]([C:28]3[CH:29]=[N:30][C:25]([O:24][CH3:23])=[N:26][CH:27]=3)[CH:32]=2)[C:6]2[CH:7]=[C:8]([C:10]3[N:11]=[C:12]4[CH:17]=[CH:16][C:15]([CH3:18])=[N:14][N:13]4[CH:19]=3)[O:9][C:5]=2[CH:4]=1. (4) The product is: [F:28][C:29]1[CH:30]=[C:31]([C:2]2[C:3]([N:22]3[CH2:26][CH2:25][C@@H:24]([OH:27])[CH2:23]3)=[N:4][CH:5]=[C:6]([C:7]([NH:9][C:10]3[CH:15]=[CH:14][C:13]([O:16][C:17]([F:19])([F:18])[F:20])=[CH:12][CH:11]=3)=[O:8])[CH:21]=2)[CH:32]=[N:33][CH:34]=1. Given the reactants Br[C:2]1[C:3]([N:22]2[CH2:26][CH2:25][C@@H:24]([OH:27])[CH2:23]2)=[N:4][CH:5]=[C:6]([CH:21]=1)[C:7]([NH:9][C:10]1[CH:15]=[CH:14][C:13]([O:16][C:17]([F:20])([F:19])[F:18])=[CH:12][CH:11]=1)=[O:8].[F:28][C:29]1[CH:30]=[C:31](B(O)O)[CH:32]=[N:33][CH:34]=1, predict the reaction product. (5) Given the reactants [C:1]([O:5][C:6](=[O:24])[NH:7][CH2:8][CH2:9][NH:10][C:11]1[C:20]2[C:15](=[CH:16][CH:17]=[CH:18][CH:19]=2)[N:14]=[CH:13][C:12]=1[N+:21]([O-])=O)([CH3:4])([CH3:3])[CH3:2], predict the reaction product. The product is: [NH2:21][C:12]1[CH:13]=[N:14][C:15]2[C:20]([C:11]=1[NH:10][CH2:9][CH2:8][NH:7][C:6](=[O:24])[O:5][C:1]([CH3:3])([CH3:2])[CH3:4])=[CH:19][CH:18]=[CH:17][CH:16]=2.